Dataset: Forward reaction prediction with 1.9M reactions from USPTO patents (1976-2016). Task: Predict the product of the given reaction. (1) Given the reactants [F:1][C:2]1[CH:7]=[CH:6][C:5]([C:8]2([CH2:13][CH2:14][CH2:15]Cl)[O:12][CH2:11][CH2:10][O:9]2)=[CH:4][CH:3]=1.Cl.[F:18][C:19]1[CH:20]=[CH:21][C:22]2[C:26]([CH:27]3[CH2:32][CH2:31][NH:30][CH2:29][CH2:28]3)=[CH:25][S:24][C:23]=2[CH:33]=1.C(N(C(C)C)CC)(C)C, predict the reaction product. The product is: [F:1][C:2]1[CH:7]=[CH:6][C:5]([C:8]2([CH2:13][CH2:14][CH2:15][N:30]3[CH2:31][CH2:32][CH:27]([C:26]4[C:22]5[CH:21]=[CH:20][C:19]([F:18])=[CH:33][C:23]=5[S:24][CH:25]=4)[CH2:28][CH2:29]3)[O:12][CH2:11][CH2:10][O:9]2)=[CH:4][CH:3]=1. (2) Given the reactants Br[C:2]1[S:3][C:4]([C:7]([O:9][CH3:10])=[O:8])=[CH:5][N:6]=1.[OH:11][CH2:12][CH2:13][N:14]1[CH2:19][CH2:18][NH:17][CH2:16][CH2:15]1.C(=O)([O-])[O-].[K+].[K+], predict the reaction product. The product is: [CH3:10][O:9][C:7]([C:4]1[S:3][C:2]([N:17]2[CH2:18][CH2:19][N:14]([CH2:13][CH2:12][OH:11])[CH2:15][CH2:16]2)=[N:6][CH:5]=1)=[O:8].